This data is from NCI-60 drug combinations with 297,098 pairs across 59 cell lines. The task is: Regression. Given two drug SMILES strings and cell line genomic features, predict the synergy score measuring deviation from expected non-interaction effect. (1) Drug 1: C1CCC(C1)C(CC#N)N2C=C(C=N2)C3=C4C=CNC4=NC=N3. Drug 2: C1=NC2=C(N=C(N=C2N1C3C(C(C(O3)CO)O)O)F)N. Cell line: MDA-MB-231. Synergy scores: CSS=3.06, Synergy_ZIP=-4.58, Synergy_Bliss=-6.19, Synergy_Loewe=-6.04, Synergy_HSA=-6.20. (2) Drug 1: CC12CCC(CC1=CCC3C2CCC4(C3CC=C4C5=CN=CC=C5)C)O. Drug 2: CC1OCC2C(O1)C(C(C(O2)OC3C4COC(=O)C4C(C5=CC6=C(C=C35)OCO6)C7=CC(=C(C(=C7)OC)O)OC)O)O. Cell line: OVCAR-4. Synergy scores: CSS=10.2, Synergy_ZIP=-5.24, Synergy_Bliss=-7.71, Synergy_Loewe=-5.37, Synergy_HSA=-5.31. (3) Drug 1: C1=CC(=CC=C1C#N)C(C2=CC=C(C=C2)C#N)N3C=NC=N3. Drug 2: CN(C(=O)NC(C=O)C(C(C(CO)O)O)O)N=O. Cell line: A549. Synergy scores: CSS=-1.44, Synergy_ZIP=1.20, Synergy_Bliss=-0.208, Synergy_Loewe=0.376, Synergy_HSA=-2.41. (4) Drug 1: C1=CC(=C2C(=C1NCCNCCO)C(=O)C3=C(C=CC(=C3C2=O)O)O)NCCNCCO. Drug 2: C1=NNC2=C1C(=O)NC=N2. Cell line: SF-539. Synergy scores: CSS=42.5, Synergy_ZIP=4.13, Synergy_Bliss=2.58, Synergy_Loewe=-17.2, Synergy_HSA=3.50.